This data is from Reaction yield outcomes from USPTO patents with 853,638 reactions. The task is: Predict the reaction yield, written as a fraction of the theoretical maximum amount of product (1.0 means a 100% yield; for example, 0.34 means a 34% yield). (1) The reactants are [F:1][C:2]([F:15])([F:14])[C:3]([C:6]1[CH:11]=[CH:10][C:9]([O:12][CH3:13])=[CH:8][CH:7]=1)(O)[CH3:4].[Cl:16]CCl. The catalyst is [Ti](Cl)(Cl)(Cl)Cl. The product is [Cl:16][C:3]([C:6]1[CH:11]=[CH:10][C:9]([O:12][CH3:13])=[CH:8][CH:7]=1)([CH3:4])[C:2]([F:15])([F:14])[F:1]. The yield is 0.650. (2) The reactants are [C:1]1([N:7]2[CH2:12][CH2:11][N:10]([C:13]([C@H:15]3[CH2:22][CH2:21][C:18]4([CH2:20][CH2:19]4)[CH2:17][C@@H:16]3[C:23]([OH:25])=O)=[O:14])[CH2:9][CH2:8]2)[CH:6]=[CH:5][CH:4]=[CH:3][CH:2]=1.Cl.NO.F[P-](F)(F)(F)(F)F.[N:36]1([O:45][P+](N(C)C)(N(C)C)N(C)C)C2C=CC=CC=2N=N1.CCN(C(C)C)C(C)C. The catalyst is CN(C=O)C. The product is [OH:45][NH:36][C:23]([C@@H:16]1[C@@H:15]([C:13]([N:10]2[CH2:9][CH2:8][N:7]([C:1]3[CH:6]=[CH:5][CH:4]=[CH:3][CH:2]=3)[CH2:12][CH2:11]2)=[O:14])[CH2:22][CH2:21][C:18]2([CH2:19][CH2:20]2)[CH2:17]1)=[O:25]. The yield is 0.440. (3) The reactants are [CH2:1]([NH:5][C:6](=[O:12])[C:7]([CH3:11])([CH3:10])[CH2:8][OH:9])[CH2:2][CH2:3][CH3:4].[N+:13]([C:16]1[CH:23]=[CH:22][CH:21]=[C:20]([N+]([O-])=O)[C:17]=1[C:18]#[N:19])([O-:15])=[O:14]. No catalyst specified. The product is [CH2:1]([NH:5][C:6](=[O:12])[C:7]([CH3:11])([CH3:10])[CH2:8][O:9][C:20]1[CH:21]=[CH:22][CH:23]=[C:16]([N+:13]([O-:15])=[O:14])[C:17]=1[C:18]#[N:19])[CH2:2][CH2:3][CH3:4]. The yield is 0.660. (4) The reactants are [Br:1][C:2]1[CH:7]=[CH:6][C:5](I)=[CH:4][N:3]=1.[CH3:9][C:10]1([CH3:16])[CH2:14][NH:13][C:12](=[O:15])[NH:11]1.C(=O)([O-])[O-].[Cs+].[Cs+]. The catalyst is C1(C)C=CC=CC=1.C1C=CC(/C=C/C(/C=C/C2C=CC=CC=2)=O)=CC=1.C1C=CC(/C=C/C(/C=C/C2C=CC=CC=2)=O)=CC=1.C1C=CC(/C=C/C(/C=C/C2C=CC=CC=2)=O)=CC=1.C(Cl)(Cl)Cl.[Pd].[Pd].C1(P(C2C=CC=CC=2)C2C3OC4C(=CC=CC=4P(C4C=CC=CC=4)C4C=CC=CC=4)C(C)(C)C=3C=CC=2)C=CC=CC=1. The product is [Br:1][C:2]1[N:3]=[CH:4][C:5]([N:13]2[CH2:14][C:10]([CH3:16])([CH3:9])[NH:11][C:12]2=[O:15])=[CH:6][CH:7]=1. The yield is 0.850.